This data is from Catalyst prediction with 721,799 reactions and 888 catalyst types from USPTO. The task is: Predict which catalyst facilitates the given reaction. (1) Reactant: [C:1]([C:3]1[CH:4]=[C:5]([CH:38]=[C:39]([S:41]([F:46])([F:45])([F:44])([F:43])[F:42])[CH:40]=1)[C:6]([NH:8][C:9]1[CH:14]=[CH:13][C:12]([CH3:15])=[C:11]([N:16]2[C:23]3[N:19]([N:20]=[C:21]([C:24]4[CH:25]=[N:26][N:27](CC5C=CC(OC)=CC=5)[CH:28]=4)[CH:22]=3)[CH:18]=[CH:17]2)[CH:10]=1)=[O:7])#[N:2]. Product: [C:1]([C:3]1[CH:4]=[C:5]([CH:38]=[C:39]([S:41]([F:46])([F:43])([F:42])([F:44])[F:45])[CH:40]=1)[C:6]([NH:8][C:9]1[CH:14]=[CH:13][C:12]([CH3:15])=[C:11]([N:16]2[C:23]3[N:19]([N:20]=[C:21]([C:24]4[CH:25]=[N:26][NH:27][CH:28]=4)[CH:22]=3)[CH:18]=[CH:17]2)[CH:10]=1)=[O:7])#[N:2]. The catalyst class is: 55. (2) Reactant: [CH3:1][C:2]1[CH:9]=[CH:8][C:5]([C:6]#[N:7])=[CH:4][C:3]=1[C:10]#[C:11][C:12]1[N:16]2[N:17]=[C:18]([C:21]3[CH:26]=[CH:25][C:24]([C:27]([N:29]4[CH2:34][CH2:33][N:32]([CH3:35])[CH2:31][CH2:30]4)=[O:28])=[CH:23][CH:22]=3)[CH:19]=[CH:20][C:15]2=[N:14][CH:13]=1.CC[OH:38].OO.[OH-].[Na+]. Product: [CH3:1][C:2]1[CH:9]=[CH:8][C:5]([C:6]([NH2:7])=[O:38])=[CH:4][C:3]=1[C:10]#[C:11][C:12]1[N:16]2[N:17]=[C:18]([C:21]3[CH:26]=[CH:25][C:24]([C:27]([N:29]4[CH2:34][CH2:33][N:32]([CH3:35])[CH2:31][CH2:30]4)=[O:28])=[CH:23][CH:22]=3)[CH:19]=[CH:20][C:15]2=[N:14][CH:13]=1. The catalyst class is: 58. (3) Reactant: C(N(C[CH2:11][CH2:12][CH3:13])CCCC)CCC.C(Cl)(=O)[O:15][CH2:16][CH3:17].[CH2:20](N(CC)CC)C.Cl. Product: [CH2:16]([OH:15])[CH3:17].[CH:16]([O:15][CH:12]([CH3:11])[CH3:13])([CH3:17])[CH3:20]. The catalyst class is: 841. (4) Reactant: [Cl:1][C:2]1[CH:8]=[C:7]([O:9][C:10]2[C:11]3[N:18]([CH3:19])[CH:17]=[CH:16][C:12]=3[N:13]=[CH:14][N:15]=2)[CH:6]=[CH:5][C:3]=1[NH2:4].C(N(CC)CC)C.ClC(Cl)(O[C:31](=[O:37])OC(Cl)(Cl)Cl)Cl.[C:39]([N:43]1[CH:47]=[C:46]([NH2:48])[CH:45]=[N:44]1)([CH3:42])([CH3:41])[CH3:40]. Product: [C:39]([N:43]1[CH:47]=[C:46]([NH:48][C:31]([NH:4][C:3]2[CH:5]=[CH:6][C:7]([O:9][C:10]3[C:11]4[N:18]([CH3:19])[CH:17]=[CH:16][C:12]=4[N:13]=[CH:14][N:15]=3)=[CH:8][C:2]=2[Cl:1])=[O:37])[CH:45]=[N:44]1)([CH3:42])([CH3:41])[CH3:40]. The catalyst class is: 4. (5) Reactant: [Cl:1][C:2]1[CH:11]=[C:10]([O:12]CC2C=CC=CC=2)[CH:9]=[C:8]([Cl:20])[C:3]=1[O:4][CH2:5][CH2:6][OH:7]. Product: [Cl:1][C:2]1[CH:11]=[C:10]([OH:12])[CH:9]=[C:8]([Cl:20])[C:3]=1[O:4][CH2:5][CH2:6][OH:7]. The catalyst class is: 63. (6) Reactant: [NH2:1][C:2]1[CH:3]=[C:4]([CH:14]=[CH:15][C:16]=1[O:17][CH3:18])[C:5]([NH:7][C:8]1[CH:13]=[CH:12][CH:11]=[CH:10][CH:9]=1)=[O:6].C(N(CC)CC)C.[C:26]1([S:32](Cl)(=[O:34])=[O:33])[CH:31]=[CH:30][CH:29]=[CH:28][CH:27]=1. Product: [C:26]1([S:32]([NH:1][C:2]2[CH:3]=[C:4]([CH:14]=[CH:15][C:16]=2[O:17][CH3:18])[C:5]([NH:7][C:8]2[CH:13]=[CH:12][CH:11]=[CH:10][CH:9]=2)=[O:6])(=[O:34])=[O:33])[CH:31]=[CH:30][CH:29]=[CH:28][CH:27]=1. The catalyst class is: 13.